Task: Predict the reaction yield, written as a fraction of the theoretical maximum amount of product (1.0 means a 100% yield; for example, 0.34 means a 34% yield).. Dataset: Reaction yield outcomes from USPTO patents with 853,638 reactions (1) The reactants are [CH3:1][O:2][C:3]1[CH:4]=[C:5]2[C:10](=[CH:11][C:12]=1[O:13][CH3:14])[N:9]=[CH:8][CH:7]=[C:6]2[O:15][C:16]1[CH:22]=[CH:21][C:19]([NH2:20])=[CH:18][CH:17]=1.Cl[C:24](Cl)([O:26][C:27](=[O:33])OC(Cl)(Cl)Cl)Cl.O[C:36]1[CH:37]=[C:38]([CH:41]=C[CH:43]=1)[C:39]#[N:40].C(=O)(O)[O-].[Na+]. The catalyst is C(Cl)Cl.C(N(CC)CC)C.C1(C)C=CC=CC=1. The product is [CH3:1][O:2][C:3]1[CH:4]=[C:5]2[C:10](=[CH:11][C:12]=1[O:13][CH3:14])[N:9]=[CH:8][CH:7]=[C:6]2[O:15][C:16]1[CH:22]=[CH:21][C:19]([NH:20][C:27](=[O:33])[O:26][C:24]2[CH:43]=[CH:36][CH:37]=[C:38]([C:39]#[N:40])[CH:41]=2)=[CH:18][CH:17]=1. The yield is 0.0600. (2) The reactants are Cl.[N:2]1[CH:7]=[CH:6][CH:5]=[CH:4][C:3]=1[C:8](Cl)=[O:9].[Br:11][C:12]1[C:13]([F:22])=[C:14]2[C:20]([NH2:21])=[CH:19][NH:18][C:15]2=[N:16][CH:17]=1.[Li+].[OH-]. The catalyst is N1C=CC=CC=1.C1COCC1. The product is [Br:11][C:12]1[C:13]([F:22])=[C:14]2[C:20]([NH:21][C:8](=[O:9])[C:3]3[CH:4]=[CH:5][CH:6]=[CH:7][N:2]=3)=[CH:19][NH:18][C:15]2=[N:16][CH:17]=1. The yield is 0.820. (3) The reactants are [Br:1][C:2]1[C:3]([Cl:15])=[CH:4][C:5]([O:13][CH3:14])=[C:6]([CH2:8][CH2:9][C:10]([OH:12])=O)[CH:7]=1.[N:16]1([CH:22]2[CH2:25][N:24]([C:26]([O:28][C:29]([CH3:32])([CH3:31])[CH3:30])=[O:27])[CH2:23]2)[CH2:21][CH2:20][NH:19][CH2:18][CH2:17]1.F[P-](F)(F)(F)(F)F.N1(O[P+](N(C)C)(N(C)C)N(C)C)C2C=CC=CC=2N=N1.CCN(C(C)C)C(C)C. The catalyst is CN(C=O)C. The product is [C:29]([O:28][C:26]([N:24]1[CH2:25][CH:22]([N:16]2[CH2:21][CH2:20][N:19]([C:10](=[O:12])[CH2:9][CH2:8][C:6]3[CH:7]=[C:2]([Br:1])[C:3]([Cl:15])=[CH:4][C:5]=3[O:13][CH3:14])[CH2:18][CH2:17]2)[CH2:23]1)=[O:27])([CH3:32])([CH3:30])[CH3:31]. The yield is 0.460. (4) The yield is 0.730. The product is [C:1]([O:5][C:6]([N:8]1[CH2:13][CH2:12][O:11][C:10]2[CH:14]=[C:15](/[CH:21]=[CH:20]/[C:19]([OH:23])=[O:22])[CH:16]=[N:17][C:9]1=2)=[O:7])([CH3:4])([CH3:3])[CH3:2]. The reactants are [C:1]([O:5][C:6]([N:8]1[CH2:13][CH2:12][O:11][C:10]2[CH:14]=[C:15](Br)[CH:16]=[N:17][C:9]1=2)=[O:7])([CH3:4])([CH3:3])[CH3:2].[C:19]([O:23]CC1C=CC=CC=1)(=[O:22])[CH:20]=[CH2:21].CC1C=CC=CC=1P(C1C=CC=CC=1C)C1C=CC=CC=1C.CCN(C(C)C)C(C)C.N#N. The catalyst is C(#N)CC.CC([O-])=O.CC([O-])=O.[Pd+2]. (5) The reactants are [Br:1][C:2]1[CH:7]=[C:6]([F:8])[C:5]([F:9])=[CH:4][C:3]=1[SH:10].Cl[C:12]([CH2:14]Cl)=[CH2:13].C(=O)([O-])[O-].[K+].[K+]. The catalyst is CC(C)=O. The product is [Br:1][C:2]1[C:3]2[S:10][C:12]([CH3:14])=[CH:13][C:4]=2[C:5]([F:9])=[C:6]([F:8])[CH:7]=1. The yield is 0.750. (6) The reactants are F[C:2]1[C:7]([CH:8]=O)=[C:6]([NH:10][C:11]2[CH:16]=[CH:15][C:14]([I:17])=[CH:13][C:12]=2[F:18])[C:5]([N+:19]([O-:21])=[O:20])=[CH:4][CH:3]=1.O.[NH2:23][NH2:24]. The catalyst is COCCOC. The product is [F:18][C:12]1[CH:13]=[C:14]([I:17])[CH:15]=[CH:16][C:11]=1[NH:10][C:6]1[C:5]([N+:19]([O-:21])=[O:20])=[CH:4][CH:3]=[C:2]2[C:7]=1[CH:8]=[N:23][NH:24]2. The yield is 0.980. (7) The reactants are [C:1]1([CH:7](O)[CH:8]=[CH:9][CH3:10])[CH:6]=[CH:5][CH:4]=[CH:3][CH:2]=1.Cl.CC[O:15]CC.C(=O)(O)[O-].[Na+]. The catalyst is O1CCOCC1. The product is [C:1]1([CH:7]=[CH:8][CH:9]([OH:15])[CH3:10])[CH:6]=[CH:5][CH:4]=[CH:3][CH:2]=1. The yield is 0.968. (8) The reactants are [Cl:1][C:2]1[C:3]([O:12][C:13]2[CH:18]=[C:17]([O:19][CH2:20][C:21]([N:23]([CH2:26][CH3:27])[CH2:24][CH3:25])=[O:22])[CH:16]=[CH:15][C:14]=2[CH2:28][CH2:29][C:30](O)=[O:31])=[N:4][CH:5]=[C:6]([C:8]([F:11])([F:10])[F:9])[CH:7]=1.[CH3:33][CH:34]([CH3:41])[CH2:35][CH2:36][S:37]([NH2:40])(=[O:39])=[O:38].N12CCCN=C1CCCCC2.Cl. The catalyst is O1CCCC1.C(OCC)(=O)C. The product is [Cl:1][C:2]1[C:3]([O:12][C:13]2[CH:18]=[C:17]([O:19][CH2:20][C:21]([N:23]([CH2:24][CH3:25])[CH2:26][CH3:27])=[O:22])[CH:16]=[CH:15][C:14]=2[CH2:28][CH2:29][C:30]([NH:40][S:37]([CH2:36][CH2:35][CH:34]([CH3:41])[CH3:33])(=[O:39])=[O:38])=[O:31])=[N:4][CH:5]=[C:6]([C:8]([F:9])([F:11])[F:10])[CH:7]=1. The yield is 0.330.